This data is from Full USPTO retrosynthesis dataset with 1.9M reactions from patents (1976-2016). The task is: Predict the reactants needed to synthesize the given product. (1) Given the product [C:17]([O:20][C:21]([N:5]1[C:6]2[C:11](=[CH:10][CH:9]=[C:8]([N+:12]([O-:14])=[O:13])[CH:7]=2)[C:2]([CH3:15])([CH3:1])[CH2:3][CH2:4]1)=[O:22])([CH3:19])([CH3:18])[CH3:16], predict the reactants needed to synthesize it. The reactants are: [CH3:1][C:2]1([CH3:15])[C:11]2[C:6](=[CH:7][C:8]([N+:12]([O-:14])=[O:13])=[CH:9][CH:10]=2)[NH:5][CH2:4][CH2:3]1.[CH3:16][C:17]([O:20][C:21](O[C:21]([O:20][C:17]([CH3:19])([CH3:18])[CH3:16])=[O:22])=[O:22])([CH3:19])[CH3:18]. (2) The reactants are: [C:1](Cl)(=[O:9])[O:2][C:3]1[CH:8]=[CH:7][CH:6]=[CH:5][CH:4]=1.N1C=CC=CC=1.[F:17][C:18]1[CH:19]=[CH:20][C:21]([NH2:24])=[N:22][CH:23]=1. Given the product [F:17][C:18]1[CH:19]=[CH:20][C:21]([NH:24][C:1](=[O:9])[O:2][C:3]2[CH:8]=[CH:7][CH:6]=[CH:5][CH:4]=2)=[N:22][CH:23]=1, predict the reactants needed to synthesize it. (3) Given the product [Cl:1][C:2]1[CH:3]=[C:4]([CH:14]=[CH:15][C:16]=1[Cl:17])[CH2:5][N:6]1[CH2:11][CH2:10][O:9][CH:8]([CH2:12][NH:13][C:27](=[O:28])[CH2:26][C:23]2[CH:22]=[CH:21][C:20]([C:19]([F:30])([F:18])[F:31])=[CH:25][CH:24]=2)[CH2:7]1, predict the reactants needed to synthesize it. The reactants are: [Cl:1][C:2]1[CH:3]=[C:4]([CH:14]=[CH:15][C:16]=1[Cl:17])[CH2:5][N:6]1[CH2:11][CH2:10][O:9][CH:8]([CH2:12][NH2:13])[CH2:7]1.[F:18][C:19]([F:31])([F:30])[C:20]1[CH:25]=[CH:24][C:23]([CH2:26][C:27](O)=[O:28])=[CH:22][CH:21]=1. (4) Given the product [NH2:1][C:2]1[C:3]2[C:10]([C:11]3[CH:16]=[CH:15][C:14]([NH:17][C:18](=[O:19])[O:35][CH2:36][C@@H:37]4[CH2:38][CH2:39][C:40](=[O:42])[NH:41]4)=[C:13]([O:27][CH3:28])[CH:12]=3)=[CH:9][N:8]([CH:29]3[CH2:34][CH2:33][O:32][CH2:31][CH2:30]3)[C:4]=2[N:5]=[CH:6][N:7]=1, predict the reactants needed to synthesize it. The reactants are: [NH2:1][C:2]1[C:3]2[C:10]([C:11]3[CH:16]=[CH:15][C:14]([NH:17][C:18](=O)[O:19]C4C=CC=CC=4)=[C:13]([O:27][CH3:28])[CH:12]=3)=[CH:9][N:8]([CH:29]3[CH2:34][CH2:33][O:32][CH2:31][CH2:30]3)[C:4]=2[N:5]=[CH:6][N:7]=1.[OH:35][CH2:36][C@H:37]1[NH:41][C:40](=[O:42])[CH2:39][CH2:38]1.